This data is from Reaction yield outcomes from USPTO patents with 853,638 reactions. The task is: Predict the reaction yield, written as a fraction of the theoretical maximum amount of product (1.0 means a 100% yield; for example, 0.34 means a 34% yield). The reactants are C([N:8](CC1C=CC=CC=1)[CH:9]1[CH2:12][CH:11]([C:13]([OH:16])([CH3:15])[CH3:14])[CH2:10]1)C1C=CC=CC=1.CC(O)=O.O. The catalyst is C(O)C.[Pd]. The product is [NH2:8][CH:9]1[CH2:12][CH:11]([C:13]([OH:16])([CH3:15])[CH3:14])[CH2:10]1. The yield is 0.940.